From a dataset of Full USPTO retrosynthesis dataset with 1.9M reactions from patents (1976-2016). Predict the reactants needed to synthesize the given product. (1) The reactants are: [CH2:1](C1C2C(=CC=CC=2)NC=1)[C:2]1[C:10]2[C:5](=[CH:6][CH:7]=[CH:8][CH:9]=2)[NH:4][CH:3]=1.C(O[CH2:28][CH3:29])(OCC)OCC.S(=O)(=O)(O)O. Given the product [CH:7]1[CH:8]=[CH:9][CH:10]=[C:5]2[N:4]=[C:3]3[CH:1]=[C:2]4[C:3](=[N:4][C:5]5[C:10]4=[CH:9][CH:8]=[CH:7][CH:6]=5)[CH:29]=[C:28]3[C:6]=12, predict the reactants needed to synthesize it. (2) Given the product [C:1]([NH:4][C:5]1[S:6][C:7]2[C:13]3[N:14]([C:20]4[CH:25]=[CH:24][C:23]([CH2:26][C:27]([NH2:32])=[O:29])=[CH:22][C:21]=4[Cl:30])[N:15]=[C:16]([CH:17]4[CH2:18][CH2:19]4)[C:12]=3[CH2:11][CH2:10][C:8]=2[N:9]=1)(=[O:3])[CH3:2], predict the reactants needed to synthesize it. The reactants are: [C:1]([NH:4][C:5]1[S:6][C:7]2[C:13]3[N:14]([C:20]4[CH:25]=[CH:24][C:23]([CH2:26][C:27]([OH:29])=O)=[CH:22][C:21]=4[Cl:30])[N:15]=[C:16]([CH:17]4[CH2:19][CH2:18]4)[C:12]=3[CH2:11][CH2:10][C:8]=2[N:9]=1)(=[O:3])[CH3:2].C[N:32](C(ON1N=NC2C=CC=NC1=2)=[N+](C)C)C.F[P-](F)(F)(F)(F)F.C(N(CC)CC)C.N. (3) Given the product [CH2:1]([O:3][C:4]([C:6]1[N:7]([C:19]2[CH:24]=[CH:23][C:22]([O:25][CH:26]([CH3:28])[CH3:27])=[CH:21][CH:20]=2)[C:8]2[C:13]([C:14]=1[Cl:15])=[CH:12][C:11]([CH2:34][C:33]1[CH:36]=[CH:37][CH:38]=[C:31]([C:30]([F:29])([F:39])[F:40])[CH:32]=1)=[CH:10][CH:9]=2)=[O:5])[CH3:2], predict the reactants needed to synthesize it. The reactants are: [CH2:1]([O:3][C:4]([C:6]1[N:7]([C:19]2[CH:24]=[CH:23][C:22]([O:25][CH:26]([CH3:28])[CH3:27])=[CH:21][CH:20]=2)[C:8]2[C:13]([C:14]=1[Cl:15])=[CH:12][C:11](B(O)O)=[CH:10][CH:9]=2)=[O:5])[CH3:2].[F:29][C:30]([F:40])([F:39])[C:31]1[CH:32]=[C:33]([CH:36]=[CH:37][CH:38]=1)[CH2:34]Br.C1(P(C2C=CC=CC=2)C2C=CC=CC=2)C=CC=CC=1.[O-]P([O-])([O-])=O.[K+].[K+].[K+]. (4) Given the product [F:1][C:2]1[CH:3]=[C:4]2[C:20](=[O:21])[NH:30][N:29]=[C:17]3[CH2:16][N:15]4[CH2:14][CH2:13][CH2:12][C@:11]4([CH3:19])[C:7]4[NH:8][C:9]([CH:10]=1)=[C:5]2[C:6]=43, predict the reactants needed to synthesize it. The reactants are: [F:1][C:2]1[CH:3]=[C:4]([C:20](OC)=[O:21])[C:5]2[C:6]3[C:17](=O)[CH2:16][N:15]4[C@:11]([CH3:19])([CH2:12][CH2:13][CH2:14]4)[C:7]=3[NH:8][C:9]=2[CH:10]=1.C(O)(=O)C.O.[NH2:29][NH2:30].O. (5) Given the product [CH3:36][NH:37][C:38]([C:40]1([C:43]2[CH:48]=[CH:47][C:46]([C:16]3[CH:15]=[CH:14][C:13]([C@@H:11]([N:7]4[CH2:6][CH2:5][C@:4]([CH2:3][C:2]([OH:1])([CH3:34])[CH3:35])([C:28]5[CH:33]=[CH:32][CH:31]=[CH:30][CH:29]=5)[O:9][C:8]4=[O:10])[CH3:12])=[CH:18][CH:17]=3)=[CH:45][N:44]=2)[CH2:42][CH2:41]1)=[O:39], predict the reactants needed to synthesize it. The reactants are: [OH:1][C:2]([CH3:35])([CH3:34])[CH2:3][C@@:4]1([C:28]2[CH:33]=[CH:32][CH:31]=[CH:30][CH:29]=2)[O:9][C:8](=[O:10])[N:7]([C@H:11]([C:13]2[CH:18]=[CH:17][C:16](B3OC(C)(C)C(C)(C)O3)=[CH:15][CH:14]=2)[CH3:12])[CH2:6][CH2:5]1.[CH3:36][NH:37][C:38]([C:40]1([C:43]2[CH:48]=[CH:47][C:46](Br)=[CH:45][N:44]=2)[CH2:42][CH2:41]1)=[O:39].